The task is: Predict the reaction yield, written as a fraction of the theoretical maximum amount of product (1.0 means a 100% yield; for example, 0.34 means a 34% yield).. This data is from Reaction yield outcomes from USPTO patents with 853,638 reactions. (1) The reactants are [OH:1][C:2]1[CH:3]=[C:4]([CH:9]=[CH:10][C:11]=1I)[C:5]([O:7][CH3:8])=[O:6].[CH3:13][Si:14]([C:17]#[CH:18])([CH3:16])[CH3:15]. The catalyst is C1COCC1.C(Cl)(Cl)Cl.Cl[Pd](Cl)([P](C1C=CC=CC=1)(C1C=CC=CC=1)C1C=CC=CC=1)[P](C1C=CC=CC=1)(C1C=CC=CC=1)C1C=CC=CC=1. The product is [OH:1][C:2]1[CH:3]=[C:4]([CH:9]=[CH:10][C:11]=1[C:18]#[C:17][Si:14]([CH3:16])([CH3:15])[CH3:13])[C:5]([O:7][CH3:8])=[O:6]. The yield is 0.910. (2) The reactants are [OH:1][CH:2]1[CH2:6][CH:5]([CH2:7][CH2:8][C@@H:9]2[N:14]([S:15]([C:18]3[CH:23]=[CH:22][CH:21]=[CH:20][CH:19]=3)(=[O:17])=[O:16])[CH2:13][CH2:12][N:11]([C:24]([O:26][CH2:27][C:28]3[CH:33]=[CH:32][CH:31]=[CH:30][CH:29]=3)=[O:25])[CH2:10]2)[CH:4]([NH:34]C(OCC[Si](C)(C)C)=O)[CH2:3]1.CCCC[N+](CCCC)(CCCC)CCCC.[F-]. The catalyst is C1COCC1. The product is [NH2:34][CH:4]1[CH2:3][CH:2]([OH:1])[CH2:6][CH:5]1[CH2:7][CH2:8][C@@H:9]1[N:14]([S:15]([C:18]2[CH:23]=[CH:22][CH:21]=[CH:20][CH:19]=2)(=[O:17])=[O:16])[CH2:13][CH2:12][N:11]([C:24]([O:26][CH2:27][C:28]2[CH:29]=[CH:30][CH:31]=[CH:32][CH:33]=2)=[O:25])[CH2:10]1. The yield is 0.356. (3) The reactants are [C:1]1([CH3:11])[CH:6]=[CH:5][C:4]([S:7](Cl)(=[O:9])=[O:8])=[CH:3][CH:2]=1.[OH:12][CH2:13][CH2:14][NH:15][C:16](=[O:22])[O:17][C:18]([CH3:21])([CH3:20])[CH3:19].C(N(CC)CC)C.[Cl-].C[NH+](C)C.CCCC(C)C. The yield is 0.640. The catalyst is ClCCl.C(OCC)(=O)C. The product is [S:7]([C:4]1[CH:5]=[CH:6][C:1]([CH3:11])=[CH:2][CH:3]=1)([O:12][CH2:13][CH2:14][NH:15][C:16]([O:17][C:18]([CH3:21])([CH3:20])[CH3:19])=[O:22])(=[O:9])=[O:8]. (4) The catalyst is ClCCl. The yield is 0.670. The reactants are [F:1][C:2]1[CH:3]=[C:4]([N:8]=[C:9]=[S:10])[CH:5]=[CH:6][CH:7]=1.[C:11]([O:15]C)(=O)[CH2:12][SH:13].C(N(CC)CC)C. The product is [F:1][C:2]1[CH:3]=[C:4]([N:8]2[C:11](=[O:15])[CH2:12][S:13][C:9]2=[S:10])[CH:5]=[CH:6][CH:7]=1. (5) The reactants are [CH:1]([N:4]1[C:8]([C:9]2[CH:10]=[C:11]([NH2:17])[CH:12]=[CH:13][C:14]=2[O:15][CH3:16])=[CH:7][CH:6]=[N:5]1)([CH3:3])[CH3:2].[Cl:18][C:19]1[CH:24]=[CH:23][C:22]([N:25]=[C:26]=[O:27])=[CH:21][CH:20]=1. The catalyst is C(Cl)Cl. The product is [Cl:18][C:19]1[CH:24]=[CH:23][C:22]([NH:25][C:26]([NH:17][C:11]2[CH:12]=[CH:13][C:14]([O:15][CH3:16])=[C:9]([C:8]3[N:4]([CH:1]([CH3:3])[CH3:2])[N:5]=[CH:6][CH:7]=3)[CH:10]=2)=[O:27])=[CH:21][CH:20]=1. The yield is 0.300. (6) The reactants are NC1C=CC(C2C=NN(CCCO)C=2)=CC=1C(N(CC)CC)=O.[NH2:24][C:25]1[C:26]([C:40]([NH:42][CH3:43])=[O:41])=[N:27][C:28](B2OC(C)(C)C(C)(C)O2)=[CH:29][CH:30]=1.Br[C:45]1[C:46]([C:54]#[N:55])=[N:47][N:48]([CH2:50][CH2:51][CH2:52][OH:53])[CH:49]=1. No catalyst specified. The product is [NH2:24][C:25]1[C:26]([C:40]([NH:42][CH3:43])=[O:41])=[N:27][C:28]([C:45]2[C:46]([C:54]#[N:55])=[N:47][N:48]([CH2:50][CH2:51][CH2:52][OH:53])[CH:49]=2)=[CH:29][CH:30]=1. The yield is 0.230. (7) The reactants are [N+:1]([C:4]1[N:9]=[CH:8][C:7]([N:10]2[CH2:15][CH2:14][N:13]([C:16]([O:18][C:19]([CH3:22])([CH3:21])[CH3:20])=[O:17])[CH2:12][C:11]2=[O:23])=[CH:6][CH:5]=1)([O-])=O. The catalyst is CO.[Pd]. The product is [NH2:1][C:4]1[N:9]=[CH:8][C:7]([N:10]2[CH2:15][CH2:14][N:13]([C:16]([O:18][C:19]([CH3:21])([CH3:20])[CH3:22])=[O:17])[CH2:12][C:11]2=[O:23])=[CH:6][CH:5]=1. The yield is 0.950. (8) The reactants are [Cl:1][C:2]1[CH:7]=[CH:6][C:5]([C:8]2[CH:13]=[CH:12][C:11]([S:14]([NH:17][C@@:18]3([C:27]([OH:29])=[O:28])[CH2:20][C@@H:19]3[C:21]3[CH:26]=[CH:25][CH:24]=[CH:23][CH:22]=3)(=[O:16])=[O:15])=[CH:10][CH:9]=2)=[CH:4][CH:3]=1.S(Cl)(Cl)=O.[CH2:34](O)[CH3:35]. No catalyst specified. The product is [CH2:34]([O:28][C:27]([C@:18]1([NH:17][S:14]([C:11]2[CH:10]=[CH:9][C:8]([C:5]3[CH:4]=[CH:3][C:2]([Cl:1])=[CH:7][CH:6]=3)=[CH:13][CH:12]=2)(=[O:16])=[O:15])[CH2:20][C@@H:19]1[C:21]1[CH:26]=[CH:25][CH:24]=[CH:23][CH:22]=1)=[O:29])[CH3:35]. The yield is 0.910. (9) The reactants are [NH2:1][C:2]1[N:14]=[C:5]2[N:6]=[C:7]([O:12][CH3:13])[CH:8]=[C:9]([O:10][CH3:11])[N:4]2[N:3]=1.[Cl:15][C:16]1[CH:21]=[CH:20][CH:19]=[C:18]([Cl:22])[C:17]=1[S:23](Cl)(=[O:25])=[O:24].N1C=CC=CC=1.CS(C)=O. The catalyst is C(#N)C. The product is [CH3:13][O:12][C:7]1[CH:8]=[C:9]([O:10][CH3:11])[N:4]2[N:3]=[C:2]([NH:1][S:23]([C:17]3[C:18]([Cl:22])=[CH:19][CH:20]=[CH:21][C:16]=3[Cl:15])(=[O:25])=[O:24])[N:14]=[C:5]2[N:6]=1. The yield is 0.920.